Dataset: Peptide-MHC class II binding affinity with 134,281 pairs from IEDB. Task: Regression. Given a peptide amino acid sequence and an MHC pseudo amino acid sequence, predict their binding affinity value. This is MHC class II binding data. (1) The peptide sequence is NVVKSGIFLSVAAGN. The MHC is HLA-DPA10201-DPB10101 with pseudo-sequence HLA-DPA10201-DPB10101. The binding affinity (normalized) is 0.566. (2) The peptide sequence is IDQHVKLACSLPHGRL. The MHC is DRB1_0101 with pseudo-sequence DRB1_0101. The binding affinity (normalized) is 0.431. (3) The peptide sequence is QNSLSTEWSPCSAT. The MHC is DRB1_0401 with pseudo-sequence DRB1_0401. The binding affinity (normalized) is 0.437.